Dataset: Forward reaction prediction with 1.9M reactions from USPTO patents (1976-2016). Task: Predict the product of the given reaction. (1) Given the reactants Cl[C:2]1[C:3]2[C:4](=[CH:19][N:20](CC3C=CC(OC)=CC=3)[N:21]=2)[N:5]=[C:6]([C:8]2[CH:18]=[CH:17][C:11]3[O:12][CH2:13][C:14](=O)[NH:15][C:10]=3[CH:9]=2)[N:7]=1.[O:31]1[CH2:36][CH2:35][N:34]([C:37]2[CH:43]=[CH:42][C:40]([NH2:41])=[CH:39][CH:38]=2)[CH2:33][CH2:32]1.Cl, predict the reaction product. The product is: [O:12]1[CH2:13][CH2:14][NH:15][C:10]2[CH:9]=[C:8]([C:6]3[N:7]=[C:2]([NH:41][C:40]4[CH:39]=[CH:38][C:37]([N:34]5[CH2:35][CH2:36][O:31][CH2:32][CH2:33]5)=[CH:43][CH:42]=4)[C:3]4[NH:21][N:20]=[CH:19][C:4]=4[N:5]=3)[CH:18]=[CH:17][C:11]1=2. (2) Given the reactants [C:1](OC=C)(=[O:6])[C:2]([CH3:5])([CH3:4])[CH3:3].Cl[C:11]([Cl:16])([Cl:15])[C:12](Cl)=[O:13].[O-][Mn](=O)(=O)=O.[K+].[CH3:23][CH2:24][O:25]CC, predict the reaction product. The product is: [C:1]([O:13][CH:12]1[CH2:23][C:24](=[O:25])[C:11]1([Cl:16])[Cl:15])(=[O:6])[C:2]([CH3:5])([CH3:4])[CH3:3]. (3) Given the reactants CO[C:3]([C:5]1[CH:10]=[N:9][C:8]([O:11][CH2:12][C:13]2[C:14]([C:18]3[CH:23]=[CH:22][C:21]([F:24])=[CH:20][CH:19]=3)=[N:15][O:16][CH:17]=2)=[CH:7][N:6]=1)=[O:4].COC(C1C=NC(NCC2C(C3C=CC=CC=3)=NOC=2C)=CN=1)=O.[F:49][C:50]([F:54])([F:53])[CH2:51][NH2:52], predict the reaction product. The product is: [F:49][C:50]([F:54])([F:53])[CH2:51][NH:52][C:3]([C:5]1[CH:10]=[N:9][C:8]([O:11][CH2:12][C:13]2[C:14]([C:18]3[CH:19]=[CH:20][C:21]([F:24])=[CH:22][CH:23]=3)=[N:15][O:16][CH:17]=2)=[CH:7][N:6]=1)=[O:4]. (4) Given the reactants [Cl:1][C:2]1[CH:3]=[C:4]([C@@H:8]2[C@@H:13]([C:14]3[CH:19]=[CH:18][C:17]([Cl:20])=[CH:16][CH:15]=3)[N:12]([CH2:21][CH:22]3[CH2:24][CH2:23]3)[C:11](=[O:25])[C@@H:10]([CH2:26][C:27]([NH:29][NH2:30])=[O:28])[CH2:9]2)[CH:5]=[CH:6][CH:7]=1.Cl.[C:32](=N)(OC)[CH3:33], predict the reaction product. The product is: [Cl:1][C:2]1[CH:3]=[C:4]([C@@H:8]2[C@@H:13]([C:14]3[CH:19]=[CH:18][C:17]([Cl:20])=[CH:16][CH:15]=3)[N:12]([CH2:21][CH:22]3[CH2:23][CH2:24]3)[C:11](=[O:25])[C@@H:10]([CH2:26][C:27]3[O:28][C:32]([CH3:33])=[N:30][N:29]=3)[CH2:9]2)[CH:5]=[CH:6][CH:7]=1. (5) Given the reactants [OH:1][CH2:2][CH2:3][N:4]1[CH2:9][CH2:8][N:7]([CH2:10][CH2:11][CH2:12][C:13]2[C:21]3[CH2:20][CH2:19][CH2:18][CH2:17][C:16]=3[NH:15][C:14]=2[CH:22]=O)[CH2:6][CH2:5]1.OC1CCN(CCCC2C3CCCCC=3NC=2C=O)CC1.[CH3:45][NH:46][S:47]([C:50]1[CH:51]=[C:52]2[C:56](=[CH:57][CH:58]=1)[NH:55][C:54](=[O:59])[CH2:53]2)(=[O:49])=[O:48], predict the reaction product. The product is: [CH3:45][NH:46][S:47]([C:50]1[CH:51]=[C:52]2[C:56](=[CH:57][CH:58]=1)[NH:55][C:54](=[O:59])/[C:53]/2=[CH:22]\[C:14]1[NH:15][C:16]2[CH2:17][CH2:18][CH2:19][CH2:20][C:21]=2[C:13]=1[CH2:12][CH2:11][CH2:10][N:7]1[CH2:6][CH2:5][N:4]([CH2:3][CH2:2][OH:1])[CH2:9][CH2:8]1)(=[O:49])=[O:48]. (6) Given the reactants [C:1]1([CH3:18])[CH:6]=[CH:5][C:4]([NH:7][S:8]([C:11]2[CH:16]=[CH:15][C:14]([CH3:17])=[CH:13][N:12]=2)(=[O:10])=[O:9])=[CH:3][CH:2]=1.Br[CH2:20][C:21]([O:23]C(C)(C)C)=[O:22], predict the reaction product. The product is: [CH3:17][C:14]1[CH:15]=[CH:16][C:11]([S:8]([N:7]([CH2:20][C:21]([OH:23])=[O:22])[C:4]2[CH:5]=[CH:6][C:1]([CH3:18])=[CH:2][CH:3]=2)(=[O:10])=[O:9])=[N:12][CH:13]=1. (7) Given the reactants [NH:1]1[CH2:6][CH2:5][CH:4]([N:7]2[C:15]3[C:10](=[N:11][CH:12]=[CH:13][CH:14]=3)[NH:9][C:8]2=[O:16])[CH2:3][CH2:2]1.Cl[C:18]1[CH:23]=[C:22]([C:24]([N:26]2[C:34]3[C:29](=[C:30]([F:36])[C:31]([F:35])=[CH:32][CH:33]=3)[CH2:28][CH2:27]2)=[O:25])[CH:21]=[CH:20][N:19]=1.C(=O)([O-])[O-].[K+].[K+], predict the reaction product. The product is: [F:36][C:30]1[C:31]([F:35])=[CH:32][CH:33]=[C:34]2[C:29]=1[CH2:28][CH2:27][N:26]2[C:24]([C:22]1[CH:23]=[CH:18][N:19]=[C:20]([N:1]2[CH2:2][CH2:3][CH:4]([N:7]3[C:15]4[C:10](=[N:11][CH:12]=[CH:13][CH:14]=4)[NH:9][C:8]3=[O:16])[CH2:5][CH2:6]2)[CH:21]=1)=[O:25]. (8) Given the reactants [CH3:1][C:2]([N:6]1[CH2:11][CH2:10][O:9][CH2:8][CH2:7]1)([CH3:5])[CH2:3][NH2:4].C(N(C(C)C)CC)(C)C.[Cl:21][C:22]1[N:27]=[C:26]([N:28]([C:44]([O:46][C:47]([CH3:50])([CH3:49])[CH3:48])=[O:45])[N:29]([C:37]([O:39][C:40]([CH3:43])([CH3:42])[CH3:41])=[O:38])[C:30]([O:32][C:33]([CH3:36])([CH3:35])[CH3:34])=[O:31])[C:25]([F:51])=[C:24](Cl)[N:23]=1.CCOCC, predict the reaction product. The product is: [Cl:21][C:22]1[N:27]=[C:26]([N:28]([C:44]([O:46][C:47]([CH3:50])([CH3:49])[CH3:48])=[O:45])[N:29]([C:30]([O:32][C:33]([CH3:34])([CH3:35])[CH3:36])=[O:31])[C:37]([O:39][C:40]([CH3:41])([CH3:42])[CH3:43])=[O:38])[C:25]([F:51])=[C:24]([NH:4][CH2:3][C:2]([CH3:1])([N:6]2[CH2:7][CH2:8][O:9][CH2:10][CH2:11]2)[CH3:5])[N:23]=1.